This data is from Full USPTO retrosynthesis dataset with 1.9M reactions from patents (1976-2016). The task is: Predict the reactants needed to synthesize the given product. (1) Given the product [C:28]([NH:1][C:2]1[CH:27]=[CH:26][CH:25]=[CH:24][C:3]=1[CH2:4][N:5]1[C:14]2[C:9](=[CH:10][CH:11]=[C:12]([C:15]3[C:16]([CH3:21])=[N:17][O:18][C:19]=3[CH3:20])[CH:13]=2)[C:8](=[O:22])[CH:7]=[C:6]1[CH3:23])(=[O:30])[CH3:29], predict the reactants needed to synthesize it. The reactants are: [NH2:1][C:2]1[CH:27]=[CH:26][CH:25]=[CH:24][C:3]=1[CH2:4][N:5]1[C:14]2[C:9](=[CH:10][CH:11]=[C:12]([C:15]3[C:16]([CH3:21])=[N:17][O:18][C:19]=3[CH3:20])[CH:13]=2)[C:8](=[O:22])[CH:7]=[C:6]1[CH3:23].[C:28](OC(=O)C)(=[O:30])[CH3:29]. (2) Given the product [CH2:8]([NH:9][C:11](=[O:12])[NH:26][C:25]1[C:24]([F:23])=[CH:30][C:29]([C:2]2[N:3]=[C:4]([N:16]3[CH2:21][CH2:20][O:19][CH2:18][C@@H:17]3[CH3:22])[C:5]3[CH2:10][N:9]([C:11]([O:13][CH2:14][CH3:15])=[O:12])[CH2:8][C:6]=3[N:7]=2)=[C:28]([F:40])[CH:27]=1)[CH3:6], predict the reactants needed to synthesize it. The reactants are: Cl[C:2]1[N:3]=[C:4]([N:16]2[CH2:21][CH2:20][O:19][CH2:18][C@@H:17]2[CH3:22])[C:5]2[CH2:10][N:9]([C:11]([O:13][CH2:14][CH3:15])=[O:12])[CH2:8][C:6]=2[N:7]=1.[F:23][C:24]1[CH:30]=[C:29](B2OC(C)(C)C(C)(C)O2)[C:28]([F:40])=[CH:27][C:25]=1[NH2:26]. (3) Given the product [C:24]([C:23]1[CH:26]=[CH:27][C:20]([N:18]2[C:4]3[CH2:3][C:2]([CH3:1])([CH3:17])[CH2:7][C:6](=[O:8])[C:5]=3[C:9]([CH2:10][O:11][C:12](=[O:14])[CH3:13])=[N:19]2)=[CH:21][C:22]=1[NH:28][CH:29]1[CH2:34][CH2:33][CH:32]([OH:35])[CH2:31][CH2:30]1)#[N:25], predict the reactants needed to synthesize it. The reactants are: [CH3:1][C:2]1([CH3:17])[CH2:7][C:6](=[O:8])[CH:5]([C:9](=O)[CH2:10][O:11][C:12](=[O:14])[CH3:13])[C:4](=O)[CH2:3]1.[NH:18]([C:20]1[CH:27]=[CH:26][C:23]([C:24]#[N:25])=[C:22]([NH:28][CH:29]2[CH2:34][CH2:33][CH:32]([OH:35])[CH2:31][CH2:30]2)[CH:21]=1)[NH2:19].C([O-])(=O)C.[Na+]. (4) The reactants are: [C:1]([CH:4](OS(C1C=CC(C)=CC=1)(=O)=O)[C:5]1[CH:10]=[CH:9][CH:8]=[CH:7][CH:6]=1)(=[O:3])[NH2:2].[F:22][C:23]1[C:24]([C:45]([F:48])([F:47])[F:46])=[C:25]([CH2:29][CH2:30][C@H:31]2[C:40]3[C:35](=[CH:36][C:37]([O:43][CH3:44])=[C:38]([O:41][CH3:42])[CH:39]=3)[CH2:34][CH2:33][NH:32]2)[CH:26]=[CH:27][CH:28]=1. Given the product [F:22][C:23]1[C:24]([C:45]([F:48])([F:46])[F:47])=[C:25]([CH2:29][CH2:30][C@H:31]2[C:40]3[C:35](=[CH:36][C:37]([O:43][CH3:44])=[C:38]([O:41][CH3:42])[CH:39]=3)[CH2:34][CH2:33][N:32]2[C@H:4]([C:5]2[CH:6]=[CH:7][CH:8]=[CH:9][CH:10]=2)[C:1]([NH2:2])=[O:3])[CH:26]=[CH:27][CH:28]=1, predict the reactants needed to synthesize it. (5) Given the product [CH3:17][C:18]1[C:23]([O:24][C:25]2[N:30]=[CH:29][C:28]([NH:31][C:2]3[C:11]4[C:6](=[C:7]([N:12]5[CH:16]=[CH:15][CH:14]=[CH:13]5)[CH:8]=[CH:9][CH:10]=4)[CH:5]=[CH:4][N:3]=3)=[CH:27][CH:26]=2)=[CH:22][CH:21]=[CH:20][N:19]=1, predict the reactants needed to synthesize it. The reactants are: Cl[C:2]1[C:11]2[C:6](=[C:7]([N:12]3[CH:16]=[CH:15][CH:14]=[CH:13]3)[CH:8]=[CH:9][CH:10]=2)[CH:5]=[CH:4][N:3]=1.[CH3:17][C:18]1[C:23]([O:24][C:25]2[N:30]=[CH:29][C:28]([NH2:31])=[CH:27][CH:26]=2)=[CH:22][CH:21]=[CH:20][N:19]=1.C(=O)([O-])[O-].[K+].[K+]. (6) Given the product [N+:1]([C:4]1[CH:8]=[CH:7][N:6]([CH2:9][C:10]2([OH:13])[CH2:12][CH2:11]2)[N:5]=1)([O-:3])=[O:2], predict the reactants needed to synthesize it. The reactants are: [N+:1]([C:4]1[CH:8]=[CH:7][N:6]([CH2:9][C:10]2([O:13]C3CCCCO3)[CH2:12][CH2:11]2)[N:5]=1)([O-:3])=[O:2].C1(C)C=CC(S(O)(=O)=O)=CC=1.